This data is from PAMPA (Parallel Artificial Membrane Permeability Assay) permeability data from NCATS. The task is: Regression/Classification. Given a drug SMILES string, predict its absorption, distribution, metabolism, or excretion properties. Task type varies by dataset: regression for continuous measurements (e.g., permeability, clearance, half-life) or binary classification for categorical outcomes (e.g., BBB penetration, CYP inhibition). Dataset: pampa_ncats. (1) The result is 1 (high permeability). The compound is CN(C)C1=CC(=CC=C1)OC2=C(C=C3C(=C2)NC(=O)C34CCN(CC4)C5=NC=CN=C5)OC. (2) The compound is CC1=CC(=NC=C1)NC(=O)C2CC(=O)N(C2)C3=NNC4=C3C=CC(=C4)Br. The result is 1 (high permeability). (3) The result is 0 (low-to-moderate permeability). The molecule is C1=NC(=C2C(=N1)N(C=N2)[C@H]3[C@H]([C@H]([C@@H](O3)CO)O)O)NCCO. (4) The molecule is CC1=CC2=C(N=C(C=C2N1C)C3=C(ON=C3C)C)C4=CN(N=C4)C. The result is 1 (high permeability). (5) The compound is C1CCC(C1)(C#N)C2=CC=C(C=C2)NC(=O)C3=C(N=CC=C3)NCC4=CC=NC=C4. The result is 1 (high permeability).